Dataset: Forward reaction prediction with 1.9M reactions from USPTO patents (1976-2016). Task: Predict the product of the given reaction. (1) Given the reactants CC1(C)C(C)(C)OB([C:9]2[CH:10]=[CH:11][C:12]([C:15]3[CH:16]=[N:17][C:18]([NH2:21])=[N:19][CH:20]=3)=[N:13][CH:14]=2)O1.Br[C:24]1[CH:29]=[CH:28][CH:27]=[CH:26][C:25]=1[S:30]([NH:33][C:34]([CH3:37])([CH3:36])[CH3:35])(=[O:32])=[O:31], predict the reaction product. The product is: [NH2:21][C:18]1[N:19]=[CH:20][C:15]([C:12]2[N:13]=[CH:14][C:9]([C:24]3[CH:29]=[CH:28][CH:27]=[CH:26][C:25]=3[S:30]([NH:33][C:34]([CH3:37])([CH3:36])[CH3:35])(=[O:31])=[O:32])=[CH:10][CH:11]=2)=[CH:16][N:17]=1. (2) Given the reactants [NH:1]([C:3]1[CH:4]=[C:5]2[C:10](=[CH:11][CH:12]=1)[C:9]([S:13]([OH:16])(=[O:15])=[O:14])=[CH:8][C:7]([S:17]([OH:20])(=[O:19])=[O:18])=[CH:6]2)N.[CH3:21][CH:22]([C:31](=O)[CH3:32])[CH2:23][CH2:24][CH2:25][CH2:26][CH2:27][C:28]([OH:30])=[O:29].C([O-])(=O)C.[K+].C(O)(=O)C, predict the reaction product. The product is: [CH3:21][C:22]1([CH2:23][CH2:24][CH2:25][CH2:26][CH2:27][C:28]([OH:30])=[O:29])[C:4]2[C:5]3[CH:6]=[C:7]([S:17]([OH:20])(=[O:19])=[O:18])[CH:8]=[C:9]([S:13]([OH:16])(=[O:15])=[O:14])[C:10]=3[CH:11]=[CH:12][C:3]=2[N:1]=[C:31]1[CH3:32]. (3) Given the reactants [CH2:1]([NH:3][C:4]([NH:6][C:7]1[N:15]=[CH:14][N:13]=[C:12]2[C:8]=1[N:9]=[CH:10][N:11]2[CH:16]1[CH:23]2[CH:19]([O:20][CH:21](/[CH:24]=[CH:25]/[C:26]3[CH:31]=[CH:30][CH:29]=[CH:28][CH:27]=3)[O:22]2)[CH:18]([CH2:32]O)[O:17]1)=[O:5])[CH3:2].CC(OI1(OC(C)=O)(OC(C)=O)OC(=O)C2C=CC=CC1=2)=O.[CH3:56][O:57][C:58]([CH:60]=P(C1C=CC=CC=1)(C1C=CC=CC=1)C1C=CC=CC=1)=[O:59], predict the reaction product. The product is: [CH3:56][O:57][C:58](=[O:59])/[CH:60]=[CH:32]/[CH:18]1[CH:19]2[CH:23]([O:22][CH:21]([CH:24]=[CH:25][C:26]3[CH:27]=[CH:28][CH:29]=[CH:30][CH:31]=3)[O:20]2)[CH:16]([N:11]2[CH:10]=[N:9][C:8]3[C:12]2=[N:13][CH:14]=[N:15][C:7]=3[NH:6][C:4]([NH:3][CH2:1][CH3:2])=[O:5])[O:17]1. (4) Given the reactants [C:1]1([CH3:17])[CH:6]=[CH:5][C:4]([S:7]([N:10]2[CH:16]3[CH:11]2[CH2:12][CH2:13][CH2:14][CH2:15]3)(=[O:9])=[O:8])=[CH:3][CH:2]=1.[CH3:18][Li], predict the reaction product. The product is: [CH3:17][C:1]1[CH:2]=[CH:3][C:4]([S:7]([NH:10][C@@H:16]2[CH2:15][CH2:14][CH2:13][CH2:12][C@H:11]2[CH3:18])(=[O:8])=[O:9])=[CH:5][CH:6]=1. (5) Given the reactants [C:1]([C:3]1[CH:12]=[CH:11][C:6]([C:7]([O:9][CH3:10])=[O:8])=[C:5]([CH3:13])[CH:4]=1)#[N:2].[N+:14]([O-])([OH:16])=[O:15], predict the reaction product. The product is: [C:1]([C:3]1[C:12]([N+:14]([O-:16])=[O:15])=[CH:11][C:6]([C:7]([O:9][CH3:10])=[O:8])=[C:5]([CH3:13])[CH:4]=1)#[N:2]. (6) Given the reactants [CH:1]([NH:4][N:5]=[C:6]([NH2:8])[CH3:7])([CH3:3])[CH3:2].[CH2:9](OC(OCC)OCC)C.C(N(CC)CC)C.O1CCCC1, predict the reaction product. The product is: [CH:1]([N:4]1[CH:9]=[N:8][C:6]([CH3:7])=[N:5]1)([CH3:3])[CH3:2]. (7) The product is: [Cl:1][C:2]1[CH:20]=[CH:19][C:5]([O:6][C:7]2[CH:12]=[CH:11][CH:10]=[CH:9][C:8]=2/[CH:13]=[CH:14]/[C:15]([NH:21][OH:22])=[O:16])=[CH:4][CH:3]=1. Given the reactants [Cl:1][C:2]1[CH:20]=[CH:19][C:5]([O:6][C:7]2[CH:12]=[CH:11][CH:10]=[CH:9][C:8]=2/[CH:13]=[CH:14]/[C:15](OC)=[O:16])=[CH:4][CH:3]=1.[NH2:21][OH:22].O.[OH-].[Na+].CCOC(C)=O, predict the reaction product.